This data is from Full USPTO retrosynthesis dataset with 1.9M reactions from patents (1976-2016). The task is: Predict the reactants needed to synthesize the given product. Given the product [CH3:17][O:16][C:13]1[CH:14]=[CH:15][C:10]([C:4]2[O:3][C:2]([C:20]3[NH:19][N:18]=[CH:22][CH:21]=3)=[N:6][C:5]=2[C:7]([NH2:9])=[O:8])=[CH:11][CH:12]=1, predict the reactants needed to synthesize it. The reactants are: I[C:2]1[O:3][C:4]([C:10]2[CH:15]=[CH:14][C:13]([O:16][CH3:17])=[CH:12][CH:11]=2)=[C:5]([C:7]([NH2:9])=[O:8])[N:6]=1.[NH:18]1[C:22](B(O)O)=[CH:21][CH:20]=[N:19]1.C(=O)([O-])[O-].[Na+].[Na+].